Dataset: Peptide-MHC class II binding affinity with 134,281 pairs from IEDB. Task: Regression. Given a peptide amino acid sequence and an MHC pseudo amino acid sequence, predict their binding affinity value. This is MHC class II binding data. (1) The peptide sequence is SCFEIKCTKPEACSG. The MHC is HLA-DQA10501-DQB10201 with pseudo-sequence HLA-DQA10501-DQB10201. The binding affinity (normalized) is 0.151. (2) The MHC is DRB1_1101 with pseudo-sequence DRB1_1101. The peptide sequence is AGKATTEEQKLIEKI. The binding affinity (normalized) is 0. (3) The peptide sequence is KKTFDHTLMSIVSSL. The MHC is DRB1_0401 with pseudo-sequence DRB1_0401. The binding affinity (normalized) is 0.869. (4) The peptide sequence is LGASPYKLGPSPKAR. The MHC is DRB1_0101 with pseudo-sequence DRB1_0101. The binding affinity (normalized) is 0.940.